From a dataset of Reaction yield outcomes from USPTO patents with 853,638 reactions. Predict the reaction yield, written as a fraction of the theoretical maximum amount of product (1.0 means a 100% yield; for example, 0.34 means a 34% yield). (1) The reactants are I[C:2]1[CH:7]=[CH:6][C:5]([C:8]2([OH:18])[CH2:17][CH2:16][C:11]3([O:15][CH2:14][CH2:13][O:12]3)[CH2:10][CH2:9]2)=[CH:4][CH:3]=1.C([Mg]Cl)(C)C.Br[C:25]1[N:30]=[CH:29][CH:28]=[CH:27][N:26]=1. The catalyst is C1COCC1.CCOC(C)=O.C/C(/[O-])=C/C(C)=O.C/C(/[O-])=C/C(C)=O.[Ni+2].C1(P(C2C=CC=CC=2)CCCP(C2C=CC=CC=2)C2C=CC=CC=2)C=CC=CC=1. The product is [N:26]1[CH:27]=[CH:28][CH:29]=[N:30][C:25]=1[C:2]1[CH:7]=[CH:6][C:5]([C:8]2([OH:18])[CH2:17][CH2:16][C:11]3([O:15][CH2:14][CH2:13][O:12]3)[CH2:10][CH2:9]2)=[CH:4][CH:3]=1. The yield is 0.690. (2) The catalyst is C(O)(=O)C.C(O)C.[Pd]. The reactants are C([NH:8][C:9]1[C:18]([F:19])=[C:17]([Cl:20])[C:16]([F:21])=[C:15]2[C:10]=1[C:11](=[O:30])[C:12]([C:25]([O:27][CH2:28][CH3:29])=[O:26])=[CH:13][N:14]2[CH:22]1[CH2:24][CH2:23]1)C1C=CC=CC=1.[H][H]. The product is [NH2:8][C:9]1[C:18]([F:19])=[C:17]([Cl:20])[C:16]([F:21])=[C:15]2[C:10]=1[C:11](=[O:30])[C:12]([C:25]([O:27][CH2:28][CH3:29])=[O:26])=[CH:13][N:14]2[CH:22]1[CH2:23][CH2:24]1. The yield is 0.839. (3) The reactants are [F:1][C:2]([F:15])([F:14])[O:3][C:4]1[CH:5]=[CH:6][C:7]2[O:11][C:10](=[O:12])[NH:9][C:8]=2[CH:13]=1.[H-].[Na+].Br[CH2:19][C:20]([O:22][CH2:23][CH3:24])=[O:21].FC(F)(F)C(O)=O. The catalyst is O1CCCC1.CC#N.O. The product is [O:12]=[C:10]1[N:9]([CH2:19][C:20]([O:22][CH2:23][CH3:24])=[O:21])[C:8]2[CH:13]=[C:4]([O:3][C:2]([F:1])([F:14])[F:15])[CH:5]=[CH:6][C:7]=2[O:11]1. The yield is 0.620. (4) The reactants are [CH:1]1([C:5]2([OH:17])[CH:11]([OH:12])[CH2:10][NH:9][CH2:8][C:7]3[CH:13]=[CH:14][CH:15]=[CH:16][C:6]2=3)[CH2:4][CH2:3][CH2:2]1.[CH2:18]([N:25]([CH2:38][CH:39]=O)[S:26]([C:29]1[CH:34]=[CH:33][CH:32]=[CH:31][C:30]=1[N+:35]([O-:37])=[O:36])(=[O:28])=[O:27])[C:19]1[CH:24]=[CH:23][CH:22]=[CH:21][CH:20]=1.[BH3-]C#N.[Na+].[OH-].[Na+]. The catalyst is CO.Cl.O.CCOC(C)=O. The product is [CH2:18]([N:25]([CH2:38][CH2:39][N:9]1[CH2:10][CH:11]([OH:12])[C:5]([CH:1]2[CH2:2][CH2:3][CH2:4]2)([OH:17])[C:6]2[CH:16]=[CH:15][CH:14]=[CH:13][C:7]=2[CH2:8]1)[S:26]([C:29]1[CH:34]=[CH:33][CH:32]=[CH:31][C:30]=1[N+:35]([O-:37])=[O:36])(=[O:28])=[O:27])[C:19]1[CH:24]=[CH:23][CH:22]=[CH:21][CH:20]=1. The yield is 0.660.